From a dataset of NCI-60 drug combinations with 297,098 pairs across 59 cell lines. Regression. Given two drug SMILES strings and cell line genomic features, predict the synergy score measuring deviation from expected non-interaction effect. Drug 1: C(=O)(N)NO. Drug 2: CC(C)CN1C=NC2=C1C3=CC=CC=C3N=C2N. Cell line: CCRF-CEM. Synergy scores: CSS=18.8, Synergy_ZIP=-6.90, Synergy_Bliss=-1.52, Synergy_Loewe=-0.0991, Synergy_HSA=-0.287.